Dataset: Catalyst prediction with 721,799 reactions and 888 catalyst types from USPTO. Task: Predict which catalyst facilitates the given reaction. (1) Reactant: [C:1]([C:3]1[C:4]([N:32]2[CH2:37][CH2:36][N:35]([C:38]3[CH:43]=[CH:42][CH:41]=[CH:40][N:39]=3)[CH2:34][CH2:33]2)=[C:5]([F:31])[CH:6]=[C:7]2[C:12]=1[N:11]([C:13]1[CH:18]=[CH:17][C:16]([CH2:19][N:20]3[CH2:24][CH2:23][CH2:22][CH2:21]3)=[CH:15][CH:14]=1)[CH:10]=[C:9]([C:25]([O:27]CC)=[O:26])[C:8]2=[O:30])#[N:2].[OH-].[Na+].Cl. Product: [C:1]([C:3]1[C:4]([N:32]2[CH2:33][CH2:34][N:35]([C:38]3[CH:43]=[CH:42][CH:41]=[CH:40][N:39]=3)[CH2:36][CH2:37]2)=[C:5]([F:31])[CH:6]=[C:7]2[C:12]=1[N:11]([C:13]1[CH:18]=[CH:17][C:16]([CH2:19][N:20]3[CH2:24][CH2:23][CH2:22][CH2:21]3)=[CH:15][CH:14]=1)[CH:10]=[C:9]([C:25]([OH:27])=[O:26])[C:8]2=[O:30])#[N:2]. The catalyst class is: 5. (2) Reactant: Br[C:2]1[CH:7]=[CH:6][N:5]=[C:4]([Cl:8])[CH:3]=1.C([Mg]Cl)(C)C.[CH3:14][CH:15]1[CH2:20][CH2:19][CH2:18][C:17](=[O:21])[CH2:16]1. Product: [Cl:8][C:4]1[CH:3]=[C:2]([C:17]2([OH:21])[CH2:18][CH2:19][CH2:20][CH:15]([CH3:14])[CH2:16]2)[CH:7]=[CH:6][N:5]=1. The catalyst class is: 1. (3) Reactant: [OH:1][C:2]1[C:7]2[O:8][C:9]3[CH:14]=[CH:13][CH:12]=[CH:11][C:10]=3[C:6]=2[CH:5]=[CH:4][CH:3]=1.[C:15]([O-])([O-])=O.[K+].[K+].IC. Product: [CH3:15][O:1][C:2]1[C:7]2[O:8][C:9]3[CH:14]=[CH:13][CH:12]=[CH:11][C:10]=3[C:6]=2[CH:5]=[CH:4][CH:3]=1. The catalyst class is: 21. (4) Reactant: [CH3:1][C:2]1[CH:3]=[C:4]([CH:9]=[CH:10][C:11]=1[N+:12]([O-:14])=[O:13])[C:5]([NH:7][NH2:8])=[O:6].CCN=C=NCCCN(C)C.Cl.C(N(CC)CC)C.[C:34]([NH:37][CH2:38][C:39](O)=[O:40])(=[O:36])[CH3:35].[OH-].[Na+]. Product: [CH3:1][C:2]1[CH:3]=[C:4]([CH:9]=[CH:10][C:11]=1[N+:12]([O-:14])=[O:13])[C:5]([NH:7][NH:8][C:39](=[O:40])[CH2:38][NH:37][C:34](=[O:36])[CH3:35])=[O:6]. The catalyst class is: 34. (5) Reactant: [NH2:1][CH:2]1[CH2:7][CH2:6][N:5]([C:8]([O:10][C:11]([CH3:14])([CH3:13])[CH3:12])=[O:9])[CH2:4][CH:3]1[CH2:15][O:16][CH3:17].[C:18](Cl)(=[O:25])[C:19]1[CH:24]=[CH:23][CH:22]=[CH:21][CH:20]=1.C(N(CC)CC)C. Product: [CH3:17][O:16][CH2:15][CH:3]1[CH:2]([NH:1][C:18]([C:19]2[CH:24]=[CH:23][CH:22]=[CH:21][CH:20]=2)=[O:25])[CH2:7][CH2:6][N:5]([C:8]([O:10][C:11]([CH3:12])([CH3:13])[CH3:14])=[O:9])[CH2:4]1. The catalyst class is: 4. (6) The catalyst class is: 18. Reactant: [F:1][C:2]1[CH:10]=[C:9]2[C:5]([C:6]([C:18]3[CH:19]=[C:20]4[O:26][C:25](=[O:27])[NH:24][C:21]4=[N:22][CH:23]=3)=[CH:7][N:8]2[C:11]([O:13][C:14]([CH3:17])([CH3:16])[CH3:15])=[O:12])=[CH:4][CH:3]=1.Br[CH2:29][C:30]([NH2:32])=[O:31].C([O-])([O-])=O.[K+].[K+]. Product: [NH2:32][C:30](=[O:31])[CH2:29][N:24]1[C:21]2=[N:22][CH:23]=[C:18]([C:6]3[C:5]4[C:9](=[CH:10][C:2]([F:1])=[CH:3][CH:4]=4)[N:8]([C:11]([O:13][C:14]([CH3:17])([CH3:16])[CH3:15])=[O:12])[CH:7]=3)[CH:19]=[C:20]2[O:26][C:25]1=[O:27].